Dataset: Full USPTO retrosynthesis dataset with 1.9M reactions from patents (1976-2016). Task: Predict the reactants needed to synthesize the given product. (1) Given the product [C:2]1([CH3:10])[CH:7]=[CH:6][CH:5]=[C:4]([N:8]2[C:15]([NH2:16])=[CH:14][C:13]([C:12]([F:19])([F:18])[F:11])=[N:9]2)[CH:3]=1, predict the reactants needed to synthesize it. The reactants are: Cl.[C:2]1([CH3:10])[CH:7]=[CH:6][CH:5]=[C:4]([NH:8][NH2:9])[CH:3]=1.[F:11][C:12]([F:19])([F:18])[C:13](=O)[CH2:14][C:15]#[N:16]. (2) Given the product [N:1]1([C:6]2[CH:7]=[CH:8][C:9]([C:12]34[CH2:21][CH:16]5[CH2:17][C:18]([NH:20][CH2:29][C:30]([N:32]6[CH2:36][CH2:35][CH2:34][C@H:33]6[C:37]#[N:38])=[O:31])([CH2:19]3)[CH:14]([CH2:15]5)[CH2:13]4)=[CH:10][CH:11]=2)[CH:5]=[CH:4][CH:3]=[CH:2]1, predict the reactants needed to synthesize it. The reactants are: [N:1]1([C:6]2[CH:11]=[CH:10][C:9]([C:12]34[CH2:21][CH:16]5[CH2:17][C:18]([NH2:20])([CH2:19]3)[CH:14]([CH2:15]5)[CH2:13]4)=[CH:8][CH:7]=2)[CH:5]=[CH:4][CH:3]=[CH:2]1.C([O-])([O-])=O.[K+].[K+].Cl[CH2:29][C:30]([N:32]1[CH2:36][CH2:35][CH2:34][C@H:33]1[C:37]#[N:38])=[O:31]. (3) Given the product [Cl:1][C:2]1[C:3]([CH3:12])=[C:4]([S:8]([NH:13][C:14]2[N:19]=[C:18]([CH2:20][C:21]([O:23][CH2:24][CH3:25])=[O:22])[CH:17]=[CH:16][CH:15]=2)(=[O:10])=[O:9])[CH:5]=[CH:6][CH:7]=1, predict the reactants needed to synthesize it. The reactants are: [Cl:1][C:2]1[C:3]([CH3:12])=[C:4]([S:8](Cl)(=[O:10])=[O:9])[CH:5]=[CH:6][CH:7]=1.[NH2:13][C:14]1[N:19]=[C:18]([CH2:20][C:21]([O:23][CH2:24][CH3:25])=[O:22])[CH:17]=[CH:16][CH:15]=1. (4) Given the product [C:34]([CH:15]1[CH2:14][CH2:13][CH2:12][C:11]2[CH:18]=[C:7]([N:6]3[CH2:5][C@H:4]([CH2:19][NH:20][C:21](=[O:23])[CH3:22])[O:3][C:2]3=[O:1])[CH:8]=[CH:9][C:10]=2[C:16]1=[O:17])(=[O:41])[C:35]1[CH:40]=[CH:39][CH:38]=[CH:37][CH:36]=1, predict the reactants needed to synthesize it. The reactants are: [O:1]=[C:2]1[N:6]([C:7]2[CH:8]=[CH:9][C:10]3[C:16](=[O:17])[CH2:15][CH2:14][CH2:13][CH2:12][C:11]=3[CH:18]=2)[CH2:5][C@H:4]([CH2:19][NH:20][C:21](=[O:23])[CH3:22])[O:3]1.[Li+].C[Si]([N-][Si](C)(C)C)(C)C.[C:34](Cl)(=[O:41])[C:35]1[CH:40]=[CH:39][CH:38]=[CH:37][CH:36]=1. (5) The reactants are: CC(OI1(OC(C)=O)(OC(C)=O)OC(=O)C2C=CC=CC1=2)=O.[Cl:23][C:24]1[CH:29]=[CH:28][C:27]([C:30]2[CH:35]=[N:34][N:33]3[C:36](=[O:46])[N:37]([CH2:39][CH:40]([OH:45])[CH2:41][O:42][CH2:43][CH3:44])[N:38]=[C:32]3[C:31]=2[C:47]2[CH:52]=[CH:51][C:50]([Cl:53])=[CH:49][CH:48]=2)=[CH:26][CH:25]=1. Given the product [Cl:23][C:24]1[CH:25]=[CH:26][C:27]([C:30]2[CH:35]=[N:34][N:33]3[C:36](=[O:46])[N:37]([CH2:39][C:40](=[O:45])[CH2:41][O:42][CH2:43][CH3:44])[N:38]=[C:32]3[C:31]=2[C:47]2[CH:48]=[CH:49][C:50]([Cl:53])=[CH:51][CH:52]=2)=[CH:28][CH:29]=1, predict the reactants needed to synthesize it. (6) Given the product [C:42]12([O:52][CH2:53][CH2:54][O:55][CH2:56][CH2:57][O:58][CH2:59][CH2:60][O:61][CH2:62][CH2:63][NH:64][C:20](=[O:22])[CH2:19][CH2:18][CH2:17][N:11]3[C:12]([CH3:16])([CH3:15])[C:13](=[O:14])[N:9]([C:6]4[CH:7]=[CH:8][C:3]([C:1]#[N:2])=[C:4]([C:24]([F:27])([F:25])[F:26])[CH:5]=4)[C:10]3=[S:23])[CH2:43][CH:44]3[CH2:45][CH:46]([CH2:47][CH:48]([CH2:50]3)[CH2:49]1)[CH2:51]2, predict the reactants needed to synthesize it. The reactants are: [C:1]([C:3]1[CH:8]=[CH:7][C:6]([N:9]2[C:13](=[O:14])[C:12]([CH3:16])([CH3:15])[N:11]([CH2:17][CH2:18][CH2:19][C:20]([OH:22])=O)[C:10]2=[S:23])=[CH:5][C:4]=1[C:24]([F:27])([F:26])[F:25])#[N:2].C(Cl)CCl.C1C=CC2N(O)N=NC=2C=1.[C:42]12([O:52][CH2:53][CH2:54][O:55][CH2:56][CH2:57][O:58][CH2:59][CH2:60][O:61][CH2:62][CH2:63][NH2:64])[CH2:51][CH:46]3[CH2:47][CH:48]([CH2:50][CH:44]([CH2:45]3)[CH2:43]1)[CH2:49]2. (7) Given the product [CH2:10]([O:8][C:5]1[CH:6]=[CH:7][C:2]([Br:1])=[CH:3][C:4]=1[CH3:9])[C:11]1[CH:16]=[CH:15][CH:14]=[CH:13][CH:12]=1, predict the reactants needed to synthesize it. The reactants are: [Br:1][C:2]1[CH:7]=[CH:6][C:5]([OH:8])=[C:4]([CH3:9])[CH:3]=1.[CH2:10](Br)[C:11]1[CH:16]=[CH:15][CH:14]=[CH:13][CH:12]=1.C(=O)([O-])[O-].[K+].[K+].